This data is from Catalyst prediction with 721,799 reactions and 888 catalyst types from USPTO. The task is: Predict which catalyst facilitates the given reaction. (1) Reactant: [CH3:1][O:2][C:3]1[CH:10]=[C:9]([N+:11]([O-:13])=[O:12])[C:6]([C:7]#[N:8])=[C:5]([N+:14]([O-])=O)[CH:4]=1.[C:17]([O:21][C:22]([N:24]1[CH2:29][CH2:28]N[CH2:26][CH2:25]1)=[O:23])([CH3:20])([CH3:19])[CH3:18]. Product: [C:17]([O:21][C:22]([N:24]1[CH2:29][CH2:28][N:14]([C:5]2[CH:4]=[C:3]([O:2][CH3:1])[CH:10]=[C:9]([N+:11]([O-:13])=[O:12])[C:6]=2[C:7]#[N:8])[CH2:26][CH2:25]1)=[O:23])([CH3:20])([CH3:19])[CH3:18]. The catalyst class is: 9. (2) Reactant: [C:1]([C:5]1[N:9]([CH3:10])[N:8]([CH2:11][CH:12]2[CH2:15][CH2:14][CH2:13]2)[C:7](=[NH:16])[CH:6]=1)([CH3:4])([CH3:3])[CH3:2].CCN(CC)CC.[F:24][C:25]1[CH:33]=[CH:32][C:31]([CH3:34])=[CH:30][C:26]=1[C:27](Cl)=[O:28]. Product: [C:1]([C:5]1[N:9]([CH3:10])[N:8]([CH2:11][CH:12]2[CH2:13][CH2:14][CH2:15]2)/[C:7](=[N:16]/[C:27](=[O:28])[C:26]2[CH:30]=[C:31]([CH3:34])[CH:32]=[CH:33][C:25]=2[F:24])/[CH:6]=1)([CH3:4])([CH3:2])[CH3:3]. The catalyst class is: 1. (3) Reactant: Cl.C(O[C:7](=O)[N:8]([CH2:10][C:11]1[CH:16]=[CH:15][C:14]([NH:17][C:18]([C:20]2[C:21](=[O:37])[O:22][C:23]3[C:28]([CH:29]=2)=[CH:27][CH:26]=[C:25]([O:30][CH2:31][CH2:32][F:33])[C:24]=3[CH2:34][CH2:35][CH3:36])=[O:19])=[CH:13][CH:12]=1)C)(C)(C)C. Product: [CH3:7][NH:8][CH2:10][C:11]1[CH:16]=[CH:15][C:14]([NH:17][C:18]([C:20]2[C:21](=[O:37])[O:22][C:23]3[C:28]([CH:29]=2)=[CH:27][CH:26]=[C:25]([O:30][CH2:31][CH2:32][F:33])[C:24]=3[CH2:34][CH2:35][CH3:36])=[O:19])=[CH:13][CH:12]=1. The catalyst class is: 12. (4) Reactant: [C:1]([CH2:3][C:4]1([N:15]2[CH:19]=[C:18]([C:20]3[N:25]4[CH:26]=[CH:27][N:28]=[C:24]4[CH:23]=[C:22]([C:29]4[CH:34]=[CH:33][C:32]([O:35][CH3:36])=[CH:31][CH:30]=4)[N:21]=3)[CH:17]=[N:16]2)[CH2:7][N:6](C(OC(C)(C)C)=O)[CH2:5]1)#[N:2].[ClH:37]. The catalyst class is: 12. Product: [ClH:37].[ClH:37].[CH3:36][O:35][C:32]1[CH:31]=[CH:30][C:29]([C:22]2[N:21]=[C:20]([C:18]3[CH:17]=[N:16][N:15]([C:4]4([CH2:3][C:1]#[N:2])[CH2:7][NH:6][CH2:5]4)[CH:19]=3)[N:25]3[CH:26]=[CH:27][N:28]=[C:24]3[CH:23]=2)=[CH:34][CH:33]=1. (5) Reactant: [C:1]1([C@H:7]2[C@@H:11]([C:12]3[CH:17]=[CH:16][CH:15]=[CH:14][CH:13]=3)[NH:10][C:9]([NH2:18])=[N:8]2)[CH:6]=[CH:5][CH:4]=[CH:3][CH:2]=1.CN(C=O)C.C(N(CC)C(C)C)(C)C.[C:33]([O:37][C:38](O[C:38]([O:37][C:33]([CH3:36])([CH3:35])[CH3:34])=[O:39])=[O:39])([CH3:36])([CH3:35])[CH3:34]. Product: [C:33]([O:37][C:38]([N:8]1[C@H:7]([C:1]2[CH:2]=[CH:3][CH:4]=[CH:5][CH:6]=2)[C@H:11]([C:12]2[CH:13]=[CH:14][CH:15]=[CH:16][CH:17]=2)[N:10]=[C:9]1[NH2:18])=[O:39])([CH3:36])([CH3:35])[CH3:34]. The catalyst class is: 112. (6) Reactant: C([O:9][CH2:10][CH2:11][N:12]1[C:20]2[C:19](Cl)=[N:18][CH:17]=[N:16][C:15]=2[CH:14]=[CH:13]1)(=O)C1C=CC=CC=1.[Cl:22][C:23]1[CH:24]=[C:25]([CH:27]=[CH:28][C:29]=1[O:30][C:31]1[CH:36]=[CH:35][CH:34]=[C:33]([S:37]([CH2:40][C:41]([CH3:44])([CH3:43])[CH3:42])(=[O:39])=[O:38])[CH:32]=1)[NH2:26].[OH-].[Na+]. Product: [Cl:22][C:23]1[CH:24]=[C:25]([NH:26][C:19]2[C:20]3[N:12]([CH2:11][CH2:10][OH:9])[CH:13]=[CH:14][C:15]=3[N:16]=[CH:17][N:18]=2)[CH:27]=[CH:28][C:29]=1[O:30][C:31]1[CH:36]=[CH:35][CH:34]=[C:33]([S:37]([CH2:40][C:41]([CH3:43])([CH3:42])[CH3:44])(=[O:38])=[O:39])[CH:32]=1. The catalyst class is: 32. (7) Reactant: [NH2:1][C:2]1[CH:10]=[CH:9][C:8]([N+:11]([O-:13])=[O:12])=[CH:7][C:3]=1[C:4]([OH:6])=[O:5].[ClH:14].[N:15]([O-])=O.[Na+]. Product: [ClH:14].[NH:1]([C:2]1[CH:10]=[CH:9][C:8]([N+:11]([O-:13])=[O:12])=[CH:7][C:3]=1[C:4]([OH:6])=[O:5])[NH2:15]. The catalyst class is: 6. (8) Reactant: [Br:1]Br.[CH2:3]([N:5]1[C:9]([C:10]2[CH:15]=[CH:14][N:13]=[C:12]([NH:16][C:17]3[CH:22]=[CH:21][C:20]([S:23](=[O:30])(=[O:29])[NH:24][CH2:25][CH2:26][O:27][CH3:28])=[CH:19][CH:18]=3)[N:11]=2)=[CH:8][N:7]=[C:6]1[CH3:31])[CH3:4]. Product: [Br:1][C:15]1[C:10]([C:9]2[N:5]([CH2:3][CH3:4])[C:6]([CH3:31])=[N:7][CH:8]=2)=[N:11][C:12]([NH:16][C:17]2[CH:18]=[CH:19][C:20]([S:23](=[O:30])(=[O:29])[NH:24][CH2:25][CH2:26][O:27][CH3:28])=[CH:21][CH:22]=2)=[N:13][CH:14]=1. The catalyst class is: 15.